From a dataset of Forward reaction prediction with 1.9M reactions from USPTO patents (1976-2016). Predict the product of the given reaction. (1) Given the reactants [CH:1]12[CH2:8][CH:4]([CH2:5][CH:6]1[OH:7])[CH2:3][NH:2]2.F[C:10]1[CH:15]=[CH:14][C:13]([N+:16]([O-:18])=[O:17])=[CH:12][CH:11]=1.C([O-])([O-])=O.[K+].[K+].CN(C=O)C, predict the reaction product. The product is: [N+:16]([C:13]1[CH:14]=[CH:15][C:10]([N:2]2[CH2:3][CH:4]3[CH2:8][CH:1]2[CH:6]([OH:7])[CH2:5]3)=[CH:11][CH:12]=1)([O-:18])=[O:17]. (2) Given the reactants [Cl:1][C:2]1[N:3]=[CH:4][C:5]2[C:10]([CH:11]=1)=[CH:9][C:8]([C:12](=[O:14])[CH3:13])=[CH:7][CH:6]=2.C([O-])=O.[Na+].O1CCCC1, predict the reaction product. The product is: [Cl:1][C:2]1[N:3]=[CH:4][C:5]2[C:10]([CH:11]=1)=[CH:9][C:8]([C@H:12]([OH:14])[CH3:13])=[CH:7][CH:6]=2. (3) The product is: [Cl:17][C:18]1[S:22][C:21]([C:23]([NH:25][CH2:26][C@H:27]([OH:28])[CH2:29][NH:1][C:2]2[CH:7]=[CH:6][C:5]([CH:8]3[CH2:13][CH2:12][CH2:11][N:10]([CH3:14])[C:9]3=[O:15])=[CH:4][C:3]=2[F:16])=[O:24])=[CH:20][CH:19]=1. Given the reactants [NH2:1][C:2]1[CH:7]=[CH:6][C:5]([CH:8]2[CH2:13][CH2:12][CH2:11][N:10]([CH3:14])[C:9]2=[O:15])=[CH:4][C:3]=1[F:16].[Cl:17][C:18]1[S:22][C:21]([C:23]([NH:25][CH2:26][C@H:27]2[CH2:29][O:28]2)=[O:24])=[CH:20][CH:19]=1, predict the reaction product. (4) Given the reactants [Cl:1][C:2]1[CH:7]=[CH:6][C:5]([C:8]2[CH:9]=[C:10]([NH2:20])[CH:11]=[N:12][C:13]=2[O:14][CH2:15][C:16]([F:19])([F:18])[F:17])=[CH:4][CH:3]=1.[O:21]=[C:22]1[CH:27]=[C:26]([C:28](O)=[O:29])[CH:25]=[CH:24][NH:23]1, predict the reaction product. The product is: [Cl:1][C:2]1[CH:3]=[CH:4][C:5]([C:8]2[CH:9]=[C:10]([NH:20][C:28]([C:26]3[CH:25]=[CH:24][NH:23][C:22](=[O:21])[CH:27]=3)=[O:29])[CH:11]=[N:12][C:13]=2[O:14][CH2:15][C:16]([F:17])([F:18])[F:19])=[CH:6][CH:7]=1. (5) Given the reactants C(O[C:4]([C:6]1([CH2:12][CH2:13]OC)[CH2:11][CH2:10][NH:9][CH2:8][CH2:7]1)=[O:5])C.[F:16][C:17]([F:30])([F:29])[O:18][C:19]1[CH:24]=[CH:23][CH:22]=[CH:21][C:20]=1[S:25](Cl)(=[O:27])=[O:26].[CH:31]([O:34][C:35]1[CH:41]=[CH:40][C:38]([NH2:39])=[CH:37][CH:36]=1)([CH3:33])[CH3:32], predict the reaction product. The product is: [CH:31]([O:34][C:35]1[CH:41]=[CH:40][C:38]([N:39]2[CH2:13][CH2:12][C:6]3([CH2:7][CH2:8][N:9]([S:25]([C:20]4[CH:21]=[CH:22][CH:23]=[CH:24][C:19]=4[O:18][C:17]([F:30])([F:29])[F:16])(=[O:27])=[O:26])[CH2:10][CH2:11]3)[C:4]2=[O:5])=[CH:37][CH:36]=1)([CH3:33])[CH3:32]. (6) The product is: [C:16]1([O:15][C:13](=[O:14])[NH:12][C:11]2[S:22][N:25]=[C:9]([S:8][CH2:7][C:6]3[CH:26]=[CH:27][C:3]([O:2][CH3:1])=[CH:4][CH:5]=3)[C:10]=2[C:23]#[N:24])[CH:17]=[CH:18][CH:19]=[CH:20][CH:21]=1. Given the reactants [CH3:1][O:2][C:3]1[CH:27]=[CH:26][C:6]([CH2:7][S:8][C:9](=[NH:25])[C:10]([C:23]#[N:24])=[C:11]([SH:22])[NH:12][C:13]([O:15][C:16]2[CH:21]=[CH:20][CH:19]=[CH:18][CH:17]=2)=[O:14])=[CH:5][CH:4]=1.N1C=CC=CC=1.II.Cl, predict the reaction product. (7) Given the reactants [NH2:1][C:2]1[C:3]([Cl:9])=[N:4][CH:5]=[C:6]([Br:8])[CH:7]=1.[CH3:10][C:11]1[CH:16]=[CH:15][CH:14]=[CH:13][C:12]=1[S:17](Cl)(=[O:19])=[O:18], predict the reaction product. The product is: [Br:8][C:6]1[CH:7]=[C:2]([NH:1][S:17]([C:12]2[CH:13]=[CH:14][CH:15]=[CH:16][C:11]=2[CH3:10])(=[O:19])=[O:18])[C:3]([Cl:9])=[N:4][CH:5]=1.